This data is from Full USPTO retrosynthesis dataset with 1.9M reactions from patents (1976-2016). The task is: Predict the reactants needed to synthesize the given product. (1) The reactants are: [C:1]([O:5][C:6](=[O:20])[NH:7][C:8]1[CH:13]=[C:12]([CH3:14])[C:11]([C:15]([F:18])([F:17])[F:16])=[CH:10][C:9]=1[NH2:19])([CH3:4])([CH3:3])[CH3:2].C([O:25][C:26](=O)[CH2:27][C:28]([C:30]1[CH:35]=[CH:34][CH:33]=[C:32]([C:36]2[C:37]([CH3:42])=[N:38][CH:39]=[CH:40][CH:41]=2)[CH:31]=1)=[O:29])(C)(C)C. Given the product [C:1]([O:5][C:6](=[O:20])[NH:7][C:8]1[CH:13]=[C:12]([CH3:14])[C:11]([C:15]([F:18])([F:17])[F:16])=[CH:10][C:9]=1[NH:19][C:26](=[O:25])[CH2:27][C:28]([C:30]1[CH:35]=[CH:34][CH:33]=[C:32]([C:36]2[C:37]([CH3:42])=[N:38][CH:39]=[CH:40][CH:41]=2)[CH:31]=1)=[O:29])([CH3:4])([CH3:2])[CH3:3], predict the reactants needed to synthesize it. (2) Given the product [CH3:22][O:23][C:24]1[CH:31]=[CH:30][C:27]([N:28]([CH3:29])[C:2]2[C:14]3[C:13]4[C:8](=[CH:9][CH:10]=[CH:11][CH:12]=4)[NH:7][C:6]=3[N:5]=[C:4]([NH:15][C:16](=[O:21])[C:17]([CH3:20])([CH3:19])[CH3:18])[N:3]=2)=[CH:26][CH:25]=1, predict the reactants needed to synthesize it. The reactants are: Cl[C:2]1[C:14]2[C:13]3[C:8](=[CH:9][CH:10]=[CH:11][CH:12]=3)[NH:7][C:6]=2[N:5]=[C:4]([NH:15][C:16](=[O:21])[C:17]([CH3:20])([CH3:19])[CH3:18])[N:3]=1.[CH3:22][O:23][C:24]1[CH:31]=[CH:30][C:27]([NH:28][CH3:29])=[CH:26][CH:25]=1.